Dataset: Full USPTO retrosynthesis dataset with 1.9M reactions from patents (1976-2016). Task: Predict the reactants needed to synthesize the given product. (1) Given the product [CH2:18]([O:17][CH2:16][CH2:15][CH2:14][C:13]1[N:7]=[C:5]([SH:6])[N:4]=[C:11]([OH:10])[CH:12]=1)[C:19]1[CH:24]=[CH:23][CH:22]=[CH:21][CH:20]=1, predict the reactants needed to synthesize it. The reactants are: C[O-].[Na+].[NH2:4][C:5]([NH2:7])=[S:6].C([O:10][C:11](=O)[CH2:12][C:13](=O)[CH2:14][CH2:15][CH2:16][O:17][CH2:18][C:19]1[CH:24]=[CH:23][CH:22]=[CH:21][CH:20]=1)C. (2) The reactants are: [F:1][C:2]1[CH:3]=[N:4][CH:5]=[C:6]([CH:11]=1)[C:7](Cl)=[N:8][OH:9].[Cl:12][C:13]1[CH:18]=[CH:17][CH:16]=[CH:15][C:14]=1[C:19]#[CH:20].N. Given the product [Cl:12][C:13]1[CH:18]=[CH:17][CH:16]=[CH:15][C:14]=1[C:19]1[O:9][N:8]=[C:7]([C:6]2[CH:5]=[N:4][CH:3]=[C:2]([F:1])[CH:11]=2)[CH:20]=1, predict the reactants needed to synthesize it.